From a dataset of Catalyst prediction with 721,799 reactions and 888 catalyst types from USPTO. Predict which catalyst facilitates the given reaction. Reactant: [CH3:1][S:2]([CH2:5][CH2:6][OH:7])(=[O:4])=[O:3].C(N(C(C)C)CC)(C)C.[CH3:17][S:18](Cl)(=[O:20])=[O:19]. The catalyst class is: 2. Product: [CH3:17][S:18]([O:7][CH2:6][CH2:5][S:2]([CH3:1])(=[O:4])=[O:3])(=[O:20])=[O:19].